Dataset: Forward reaction prediction with 1.9M reactions from USPTO patents (1976-2016). Task: Predict the product of the given reaction. (1) Given the reactants [F:1][C:2]1[CH:17]=[CH:16][C:5]2[N:6]([CH:10]3[CH2:15][CH2:14][NH:13][CH2:12][CH2:11]3)[C:7](=[O:9])[NH:8][C:4]=2[CH:3]=1.N1C=CC=CC=1.[CH2:24]([C:28]1[CH:36]=[CH:35][C:31]([C:32](Cl)=[O:33])=[CH:30][CH:29]=1)[CH2:25][CH2:26][CH3:27], predict the reaction product. The product is: [CH2:24]([C:28]1[CH:29]=[CH:30][C:31]([C:32]([N:13]2[CH2:12][CH2:11][CH:10]([N:6]3[C:5]4[CH:16]=[CH:17][C:2]([F:1])=[CH:3][C:4]=4[NH:8][C:7]3=[O:9])[CH2:15][CH2:14]2)=[O:33])=[CH:35][CH:36]=1)[CH2:25][CH2:26][CH3:27]. (2) Given the reactants [C:1]([Si:5]([CH3:17])([CH3:16])[O:6][C@H:7]1[C@H:11]2[O:12][CH2:13][C@H:14]([NH2:15])[C@H:10]2[O:9][CH2:8]1)([CH3:4])([CH3:3])[CH3:2].C(N(CC)CC)C.[CH:25]1([N:31]=[C:32]=[O:33])[CH2:30][CH2:29][CH2:28][CH2:27][CH2:26]1, predict the reaction product. The product is: [C:1]([Si:5]([CH3:17])([CH3:16])[O:6][C@H:7]1[C@H:11]2[O:12][CH2:13][C@H:14]([NH:15][C:32]([NH:31][CH:25]3[CH2:30][CH2:29][CH2:28][CH2:27][CH2:26]3)=[O:33])[C@H:10]2[O:9][CH2:8]1)([CH3:4])([CH3:3])[CH3:2]. (3) Given the reactants C[Mg]Br.[CH3:4]COCC.[Cl:9][C:10]1[CH:11]=[C:12]([C:19]2[CH:23]=[CH:22][N:21]([CH2:24][C@@H:25]([NH:27][C:28]([C:30]3[N:31]=[C:32]([CH3:40])[N:33]([CH2:35][CH2:36][C:37](=[O:39])[CH3:38])[CH:34]=3)=[O:29])[CH3:26])[N:20]=2)[CH:13]=[C:14]([F:18])[C:15]=1[C:16]#[N:17].[Cl-].[NH4+], predict the reaction product. The product is: [Cl:9][C:10]1[CH:11]=[C:12]([C:19]2[CH:23]=[CH:22][N:21]([CH2:24][C@@H:25]([NH:27][C:28]([C:30]3[N:31]=[C:32]([CH3:40])[N:33]([CH2:35][CH2:36][C:37]([OH:39])([CH3:4])[CH3:38])[CH:34]=3)=[O:29])[CH3:26])[N:20]=2)[CH:13]=[C:14]([F:18])[C:15]=1[C:16]#[N:17].